This data is from Catalyst prediction with 721,799 reactions and 888 catalyst types from USPTO. The task is: Predict which catalyst facilitates the given reaction. (1) Reactant: [CH3:1][C:2]1([CH3:23])[CH:11]=[CH:10][C:9]2[C:4](=[C:5]([CH2:12][N:13]3[CH2:22][CH2:21][C:16]4([CH2:20][NH:19][CH2:18][CH2:17]4)[CH2:15][CH2:14]3)[CH:6]=[CH:7][CH:8]=2)[O:3]1.[C:24](O)(=[O:31])[C:25]1[CH:30]=[CH:29][N:28]=[CH:27][CH:26]=1.CCN=C=NCCCN(C)C.C1C=CC2N(O)N=NC=2C=1.CCN(CC)CC. Product: [CH3:1][C:2]1([CH3:23])[CH:11]=[CH:10][C:9]2[C:4](=[C:5]([CH2:12][N:13]3[CH2:14][CH2:15][C:16]4([CH2:20][N:19]([C:24](=[O:31])[C:25]5[CH:30]=[CH:29][N:28]=[CH:27][CH:26]=5)[CH2:18][CH2:17]4)[CH2:21][CH2:22]3)[CH:6]=[CH:7][CH:8]=2)[O:3]1. The catalyst class is: 2. (2) Reactant: [NH2:1][C:2]1[CH:7]=[CH:6][CH:5]=[CH:4][C:3]=1[C:8]([CH:10]1[CH2:15][CH2:14][N:13]([CH3:16])[CH2:12][CH2:11]1)=O.[NH2:17][C:18](N)=[O:19].[OH-].[Na+]. Product: [CH3:16][N:13]1[CH2:14][CH2:15][CH:10]([C:8]2[C:3]3[C:2](=[CH:7][CH:6]=[CH:5][CH:4]=3)[NH:1][C:18](=[O:19])[N:17]=2)[CH2:11][CH2:12]1. The catalyst class is: 15. (3) Reactant: [O:1]([C:3]1[CH:4]=[C:5]([CH:29]=[CH:30][C:31]=1[O:32][CH3:33])[CH2:6][NH:7][C:8](=[O:28])[C:9]1[CH:14]=[C:13]([N+:15]([O-:17])=[O:16])[CH:12]=[CH:11][C:10]=1[NH:18][C@@H:19]([C:24](OC)=[O:25])[CH2:20][CH2:21][S:22][CH3:23])[CH3:2].[Cl-].[Li+].[BH4-].[Na+]. Product: [O:1]([C:3]1[CH:4]=[C:5]([CH:29]=[CH:30][C:31]=1[O:32][CH3:33])[CH2:6][NH:7][C:8](=[O:28])[C:9]1[CH:14]=[C:13]([N+:15]([O-:17])=[O:16])[CH:12]=[CH:11][C:10]=1[NH:18][C@@H:19]([CH2:24][OH:25])[CH2:20][CH2:21][S:22][CH3:23])[CH3:2]. The catalyst class is: 214. (4) Reactant: [Br:1][C:2]1[CH:7]=[CH:6][CH:5]=[CH:4][C:3]=1[F:8].C([N-]C(C)C)(C)C.[Li+].[C:17](=[O:19])=[O:18].C(=O)([O-])[O-].[Na+].[Na+]. Product: [Br:1][C:2]1[C:3]([F:8])=[C:4]([CH:5]=[CH:6][CH:7]=1)[C:17]([OH:19])=[O:18]. The catalyst class is: 7. (5) Reactant: [C@@H:1]1([N:9]2[C:19]3[N:18]=[C:16]([NH2:17])[NH:15][C:13](=[O:14])[C:12]=3[N:11]=[CH:10]2)[O:8][C@H:5]([CH2:6][OH:7])[C@@H:3]([OH:4])[CH2:2]1.Cl[Si](C)(C)C.Cl[C:26]([O:28][CH2:29][CH:30]1[C:42]2[CH:41]=[CH:40][CH:39]=[CH:38][C:37]=2[C:36]2[C:31]1=[CH:32][CH:33]=[CH:34][CH:35]=2)=[O:27]. Product: [CH:41]1[C:42]2[CH:30]([CH2:29][O:28][C:26]([NH:17][C:16]3[NH:15][C:13](=[O:14])[C:12]4[N:11]=[CH:10][N:9]([C:19]=4[N:18]=3)[C@@H:1]3[O:8][C@H:5]([CH2:6][OH:7])[C@@H:3]([OH:4])[CH2:2]3)=[O:27])[C:31]3[C:36](=[CH:35][CH:34]=[CH:33][CH:32]=3)[C:37]=2[CH:38]=[CH:39][CH:40]=1. The catalyst class is: 17. (6) Reactant: [CH2:1]([O:19][C@H:20]([CH2:24][O:25][CH2:26][CH2:27][CH2:28][CH2:29][CH2:30][CH2:31][CH2:32][CH2:33]/[CH:34]=[CH:35]\[CH2:36]/[CH:37]=[CH:38]\[CH2:39][CH2:40][CH2:41][CH2:42][CH3:43])[CH2:21][CH2:22][NH2:23])[CH2:2][CH2:3][CH2:4][CH2:5][CH2:6][CH2:7][CH2:8]/[CH:9]=[CH:10]\[CH2:11]/[CH:12]=[CH:13]\[CH2:14][CH2:15][CH2:16][CH2:17][CH3:18].[CH2:44]([N:46]([CH2:52][CH3:53])[CH2:47][CH2:48][C:49](O)=[O:50])[CH3:45].Cl.C(N=C=NCCCN(C)C)C. Product: [CH2:1]([O:19][C@H:20]([CH2:24][O:25][CH2:26][CH2:27][CH2:28][CH2:29][CH2:30][CH2:31][CH2:32][CH2:33]/[CH:34]=[CH:35]\[CH2:36]/[CH:37]=[CH:38]\[CH2:39][CH2:40][CH2:41][CH2:42][CH3:43])[CH2:21][CH2:22][NH:23][C:49](=[O:50])[CH2:48][CH2:47][N:46]([CH2:52][CH3:53])[CH2:44][CH3:45])[CH2:2][CH2:3][CH2:4][CH2:5][CH2:6][CH2:7][CH2:8]/[CH:9]=[CH:10]\[CH2:11]/[CH:12]=[CH:13]\[CH2:14][CH2:15][CH2:16][CH2:17][CH3:18]. The catalyst class is: 112. (7) Reactant: Cl[C:2]1[C:11]2[C:6](=[CH:7][C:8]([C:12]([N:14]3[CH2:18][CH:17]=[CH:16][CH2:15]3)=[O:13])=[CH:9][CH:10]=2)[N:5]=[CH:4][N:3]=1.[NH2:19][CH2:20][C:21]1[CH:22]=[C:23]([CH:27]=[CH:28][CH:29]=1)[C:24]([NH2:26])=[NH:25].C(N(C(C)C)CC)(C)C. Product: [N:14]1([C:12]([C:8]2[CH:7]=[C:6]3[C:11]([C:2]([NH:19][CH2:20][C:21]4[CH:22]=[C:23]([CH:27]=[CH:28][CH:29]=4)[C:24]([NH2:26])=[NH:25])=[N:3][CH:4]=[N:5]3)=[CH:10][CH:9]=2)=[O:13])[CH2:18][CH:17]=[CH:16][CH2:15]1. The catalyst class is: 9. (8) Reactant: C([O:4][CH2:5][C@@H:6]1[C@@H:11]([O:12]C(=O)C)[C@H:10]([OH:16])[C@H:9]([OH:17])[C@@H:8]([C:18]2[CH:27]=[CH:26][C:25]3[C:20](=[CH:21][CH:22]=[C:23]([OH:28])[CH:24]=3)[CH:19]=2)[O:7]1)(=O)C.C(OC[C@@H]1[C@@H](OC(=O)C)[C@H](OC(=O)C)[C@H](OC(=O)C)[C@@H](C2C=CC3C(=CC=C(OS(C(F)(F)F)(=O)=O)C=3)C=2)O1)(=O)C.CO[Na]. Product: [OH:4][CH2:5][C@@H:6]1[C@@H:11]([OH:12])[C@H:10]([OH:16])[C@H:9]([OH:17])[C@@H:8]([C:18]2[CH:27]=[CH:26][C:25]3[C:20](=[CH:21][CH:22]=[C:23]([OH:28])[CH:24]=3)[CH:19]=2)[O:7]1. The catalyst class is: 200.